Dataset: Reaction yield outcomes from USPTO patents with 853,638 reactions. Task: Predict the reaction yield, written as a fraction of the theoretical maximum amount of product (1.0 means a 100% yield; for example, 0.34 means a 34% yield). (1) The yield is 0.820. The reactants are [CH3:1][O:2][C:3]1[CH:4]=[C:5]([CH:8]=[CH:9][C:10]=1[O:11][CH3:12])[CH:6]=O.Cl.[NH2:14][C:15]1([C:18]([O:20][CH3:21])=[O:19])[CH2:17][CH2:16]1. No catalyst specified. The product is [CH3:1][O:2][C:3]1[CH:4]=[C:5]([CH:8]=[CH:9][C:10]=1[O:11][CH3:12])[CH2:6][NH:14][C:15]1([C:18]([O:20][CH3:21])=[O:19])[CH2:17][CH2:16]1. (2) The reactants are [OH:1][C:2]1[CH:9]=[CH:8][C:5]([CH:6]=[O:7])=[CH:4][CH:3]=1.C1CCN(C(N=NC(N2CCCCC2)=O)=O)CC1.C1(P(C2C=CC=CC=2)C2C=CC=CC=2)C=CC=CC=1.[C:47]([C:49]1[CH:57]=[CH:56][C:52]([CH2:53][CH2:54]O)=[CH:51][CH:50]=1)#[N:48]. The catalyst is ClCCl.CCCCCCC. The product is [CH:6]([C:5]1[CH:8]=[CH:9][C:2]([O:1][CH2:54][CH2:53][C:52]2[CH:56]=[CH:57][C:49]([C:47]#[N:48])=[CH:50][CH:51]=2)=[CH:3][CH:4]=1)=[O:7]. The yield is 0.227. (3) The reactants are [C:1]1([C:7]([C:20]2[CH:25]=[CH:24][CH:23]=[CH:22][CH:21]=2)([C:14]2[CH:19]=[CH:18][CH:17]=[CH:16][CH:15]=2)[O:8][CH2:9][C:10](=[CH2:13])[CH2:11]O)[CH:6]=[CH:5][CH:4]=[CH:3][CH:2]=1.C(Br)(Br)(Br)[Br:27].C1(P(C2C=CC=CC=2)C2C=CC=CC=2)C=CC=CC=1.C([O-])(O)=O.[Na+]. The catalyst is C(Cl)Cl.C(OCC)(=O)C. The product is [Br:27][CH2:11][C:10]([CH2:9][O:8][C:7]([C:20]1[CH:25]=[CH:24][CH:23]=[CH:22][CH:21]=1)([C:14]1[CH:19]=[CH:18][CH:17]=[CH:16][CH:15]=1)[C:1]1[CH:6]=[CH:5][CH:4]=[CH:3][CH:2]=1)=[CH2:13]. The yield is 0.920. (4) The reactants are [CH3:1][N:2]1[CH:10]=[C:9]2[C:4]([C:5]([C:11]#[N:12])=[CH:6][CH:7]=[CH:8]2)=[N:3]1. The catalyst is CO.N.[Ni]. The product is [CH3:1][N:2]1[CH:10]=[C:9]2[C:4]([C:5]([CH2:11][NH2:12])=[CH:6][CH:7]=[CH:8]2)=[N:3]1. The yield is 1.00. (5) The reactants are [N+:1]([C:4]1[CH:5]=[C:6]([CH:10]=[C:11]([N+:13]([O-:15])=[O:14])[CH:12]=1)[C:7](Cl)=[O:8])([O-:3])=[O:2].[OH:16][CH2:17][CH2:18][CH2:19][CH2:20][CH2:21][CH2:22][O:23][C:24]1[CH:29]=[CH:28][C:27](/[CH:30]=[CH:31]/[C:32]([O-:34])=[O:33])=[CH:26][C:25]=1[O:35][CH3:36].N1C=CC=C[CH:38]=1.CO. The yield is 0.640. The product is [N+:1]([C:4]1[CH:5]=[C:6]([CH:10]=[C:11]([N+:13]([O-:15])=[O:14])[CH:12]=1)[C:7]([O:16][CH2:17][CH2:18][CH2:19][CH2:20][CH2:21][CH2:22][O:23][C:24]1[CH:29]=[CH:28][C:27](/[CH:30]=[CH:31]/[C:32]([O:34][CH3:38])=[O:33])=[CH:26][C:25]=1[O:35][CH3:36])=[O:8])([O-:3])=[O:2]. The catalyst is C1(C)C=CC=CC=1.CN(C=O)C.CN(C)C1C=CN=CC=1. (6) The reactants are [Br:1][C:2]1[CH:8]=[CH:7][C:5](N)=[C:4]([S:9][C:10]2[CH:15]=[CH:14][CH:13]=[CH:12][C:11]=2[F:16])[CH:3]=1.N([O-])=O.[Na+].F[B-](F)(F)F.[Na+].C(OCC)(=O)C. The catalyst is Cl.S(=O)(=O)(O)O.[Cu-]=O. The product is [Br:1][C:2]1[CH:8]=[CH:7][C:5]2[C:15]3[CH:14]=[CH:13][CH:12]=[C:11]([F:16])[C:10]=3[S:9][C:4]=2[CH:3]=1. The yield is 0.540.